Dataset: Peptide-MHC class I binding affinity with 185,985 pairs from IEDB/IMGT. Task: Regression. Given a peptide amino acid sequence and an MHC pseudo amino acid sequence, predict their binding affinity value. This is MHC class I binding data. (1) The peptide sequence is TRDHVNLVL. The MHC is HLA-B44:02 with pseudo-sequence HLA-B44:02. The binding affinity (normalized) is 0.0847. (2) The peptide sequence is SPSCPLERF. The MHC is HLA-B07:02 with pseudo-sequence HLA-B07:02. The binding affinity (normalized) is 0.378. (3) The peptide sequence is DVFHLYLQY. The MHC is HLA-A11:01 with pseudo-sequence HLA-A11:01. The binding affinity (normalized) is 0.143.